Predict the reactants needed to synthesize the given product. From a dataset of Full USPTO retrosynthesis dataset with 1.9M reactions from patents (1976-2016). (1) Given the product [Cl:33][C:28]1[CH:27]=[C:26]([C@@H:12]2[O:11][CH2:10][CH2:9][N:8]([C:6]([O:5][C:1]([CH3:4])([CH3:3])[CH3:2])=[O:7])[CH2:14][C@H:13]2[CH2:15][O:16][C:17]2[CH:25]=[CH:24][CH:23]=[CH:22][C:18]=2[C:19](=[O:20])[NH:38][S:35]([CH3:34])(=[O:37])=[O:36])[CH:31]=[CH:30][C:29]=1[Cl:32], predict the reactants needed to synthesize it. The reactants are: [C:1]([O:5][C:6]([N:8]1[CH2:14][C@@H:13]([CH2:15][O:16][C:17]2[CH:25]=[CH:24][CH:23]=[CH:22][C:18]=2[C:19](O)=[O:20])[C@H:12]([C:26]2[CH:31]=[CH:30][C:29]([Cl:32])=[C:28]([Cl:33])[CH:27]=2)[O:11][CH2:10][CH2:9]1)=[O:7])([CH3:4])([CH3:3])[CH3:2].[CH3:34][S:35]([NH2:38])(=[O:37])=[O:36].Cl.CN(C)CCCN=C=NCC. (2) Given the product [CH2:17]([O:16][C:14]([CH:13]1[CH2:19][CH2:20][N:10]([C:6]2[CH:5]=[N:4][C:3]([O:2][CH3:1])=[CH:8][CH:7]=2)[CH2:11][CH2:12]1)=[O:15])[CH3:18], predict the reactants needed to synthesize it. The reactants are: [CH3:1][O:2][C:3]1[CH:8]=[CH:7][C:6](Br)=[CH:5][N:4]=1.[NH:10]1[CH2:20][CH2:19][CH:13]([C:14]([O:16][CH2:17][CH3:18])=[O:15])[CH2:12][CH2:11]1.CC(C)([O-])C.[Na+].C1C=CC(P(C2C(C3C(P(C4C=CC=CC=4)C4C=CC=CC=4)=CC=C4C=3C=CC=C4)=C3C(C=CC=C3)=CC=2)C2C=CC=CC=2)=CC=1. (3) Given the product [C:5]([O:4][CH2:1][CH2:2][C@@H:25]([NH:24][C:22]1[C:21]([CH2:32][C:33]2[CH:38]=[CH:37][C:36]([O:39][CH2:40][CH2:41][CH2:42][O:43][Si:44]([C:47]([CH3:48])([CH3:49])[CH3:50])([CH3:46])[CH3:45])=[CH:35][C:34]=2[O:51][CH3:52])=[C:20]([CH3:53])[N:19]=[C:18]([NH2:17])[N:23]=1)[CH2:29][CH2:30][CH3:31])(=[O:7])[CH3:6], predict the reactants needed to synthesize it. The reactants are: [C:1]([O:4][C:5](=[O:7])[CH3:6])(=O)[CH3:2].C(N(C(C)C)CC)(C)C.[NH2:17][C:18]1[N:23]=[C:22]([NH:24][C@@H:25]([CH2:29][CH2:30][CH3:31])CCO)[C:21]([CH2:32][C:33]2[CH:38]=[CH:37][C:36]([O:39][CH2:40][CH2:41][CH2:42][O:43][Si:44]([C:47]([CH3:50])([CH3:49])[CH3:48])([CH3:46])[CH3:45])=[CH:35][C:34]=2[O:51][CH3:52])=[C:20]([CH3:53])[N:19]=1. (4) The reactants are: [N+:1]([O:4][CH2:5][C:6]1[N:11]=[C:10]([CH3:12])[C:9]([O:13][C:14](=[O:25])[C:15]2[CH:20]=[CH:19][CH:18]=[CH:17][C:16]=2[O:21][C:22](=[O:24])[CH3:23])=[CH:8][CH:7]=1)([O-:3])=[O:2].[N+]([O-])(O)=O. Given the product [N+:1]([O-:4])([OH:3])=[O:2].[N+:1]([O:4][CH2:5][C:6]1[N:11]=[C:10]([CH3:12])[C:9]([O:13][C:14](=[O:25])[C:15]2[CH:20]=[CH:19][CH:18]=[CH:17][C:16]=2[O:21][C:22](=[O:24])[CH3:23])=[CH:8][CH:7]=1)([O-:3])=[O:2], predict the reactants needed to synthesize it.